From a dataset of Catalyst prediction with 721,799 reactions and 888 catalyst types from USPTO. Predict which catalyst facilitates the given reaction. Reactant: [CH2:1]([OH:4])[CH2:2][CH3:3].C(N(CC)CC)C.[C:12]1([CH3:22])[CH:17]=[CH:16][C:15]([S:18](Cl)(=[O:20])=[O:19])=[CH:14][CH:13]=1.Cl. Product: [S:18]([C:15]1[CH:16]=[CH:17][C:12]([CH3:22])=[CH:13][CH:14]=1)([O:4][CH2:1][CH2:2][CH3:3])(=[O:20])=[O:19]. The catalyst class is: 2.